From a dataset of Reaction yield outcomes from USPTO patents with 853,638 reactions. Predict the reaction yield, written as a fraction of the theoretical maximum amount of product (1.0 means a 100% yield; for example, 0.34 means a 34% yield). The catalyst is O1CCCC1.O. The yield is 0.900. The product is [F:28][C:11]1[CH:12]=[C:13]2[C:8](=[CH:9][CH:10]=1)[CH:7]=[C:6]([CH2:5][C:4]([OH:29])=[O:3])[CH:15]=[C:14]2[C:16](=[O:27])[C:17]1[CH:22]=[CH:21][C:20]([S:23]([CH3:26])(=[O:24])=[O:25])=[CH:19][CH:18]=1. The reactants are C([O:3][C:4](=[O:29])[CH2:5][C:6]1[CH:15]=[C:14]([C:16](=[O:27])[C:17]2[CH:22]=[CH:21][C:20]([S:23]([CH3:26])(=[O:25])=[O:24])=[CH:19][CH:18]=2)[C:13]2[C:8](=[CH:9][CH:10]=[C:11]([F:28])[CH:12]=2)[CH:7]=1)C.O.[OH-].[Li+].